This data is from Catalyst prediction with 721,799 reactions and 888 catalyst types from USPTO. The task is: Predict which catalyst facilitates the given reaction. (1) Reactant: [P:1]([O:5][CH2:6][C:7]([O-:9])=[O:8])([OH:4])([OH:3])=[O:2].[CH:10]1([NH3+])[CH2:15]CCC[CH2:11]1.C1([NH3+])CCCCC1.C1([NH3+])CCCCC1.P([O:35][CH2:36]C([O-])=O)(O)(O)=O.P([O:44][CH2:45]C([O-])=O)(O)(O)=O. Product: [P:1]([O:5][CH2:6][C:7]([OH:9])=[O:8])([OH:4])([OH:3])=[O:2].[CH3:36][O:35][C:10]([O:44][CH3:45])([CH3:15])[CH3:11]. The catalyst class is: 5. (2) Reactant: I[CH2:2][C:3](=[CH2:13])[CH2:4][O:5][Si:6]([C:9]([CH3:12])([CH3:11])[CH3:10])([CH3:8])[CH3:7].[F:14][C:15]([F:25])([F:24])[O:16][C:17]1[CH:22]=[CH:21][C:20]([OH:23])=[CH:19][CH:18]=1.C([O-])([O-])=O.[K+].[K+]. Product: [C:9]([Si:6]([CH3:8])([CH3:7])[O:5][CH2:4][C:3]([CH2:2][O:23][C:20]1[CH:21]=[CH:22][C:17]([O:16][C:15]([F:14])([F:24])[F:25])=[CH:18][CH:19]=1)=[CH2:13])([CH3:12])([CH3:11])[CH3:10]. The catalyst class is: 21. (3) Reactant: [C:1](=O)([O:32]C1C=CC([N+]([O-])=O)=CC=1)[O:2][C@@H:3]1[CH2:7][C@H:6]([C:8]2[N:12]3[C:13]4[CH:19]=[CH:18][N:17](S(C5C=CC(C)=CC=5)(=O)=O)[C:14]=4[N:15]=[CH:16][C:11]3=[N:10][N:9]=2)[C@H:5]([CH2:30][CH3:31])[CH2:4]1.[CH:43]1([NH2:47])[CH2:46][CH2:45][CH2:44]1.[OH-].[Na+]. Product: [CH:43]1([NH:47][C:1](=[O:32])[O:2][C@@H:3]2[CH2:7][C@H:6]([C:8]3[N:12]4[C:13]5[CH:19]=[CH:18][NH:17][C:14]=5[N:15]=[CH:16][C:11]4=[N:10][N:9]=3)[C@H:5]([CH2:30][CH3:31])[CH2:4]2)[CH2:46][CH2:45][CH2:44]1. The catalyst class is: 12. (4) Reactant: [CH3:1][C:2]1[CH:18]=[C:17]([CH2:19][CH2:20][C:21]2[S:22][CH:23]=[CH:24][C:25]=2[CH3:26])[CH:16]=[CH:15][C:3]=1[O:4][CH2:5][C:6]([O:8][CH2:9][C:10]1([CH3:14])[CH2:13][O:12][CH2:11]1)=[O:7].B(F)(F)F.CCOCC.C(N(CC)CC)C. Product: [CH3:14][C:10]12[CH2:13][O:7][C:6]([CH2:5][O:4][C:3]3[CH:15]=[CH:16][C:17]([CH2:19][CH2:20][C:21]4[S:22][CH:23]=[CH:24][C:25]=4[CH3:26])=[CH:18][C:2]=3[CH3:1])([O:8][CH2:9]1)[O:12][CH2:11]2. The catalyst class is: 4. (5) Reactant: [CH3:1][O:2][C:3]1[C@@H:4]([CH:11]([CH3:13])[CH3:12])[N:5]=[C:6]([O:9][CH3:10])[CH2:7][N:8]=1.C([Li])CCC.C([Cu])#N.C([Cu])#N.C1COCC1.Br[CH2:31][C:32]1[CH:37]=[CH:36][C:35]([O:38][CH3:39])=[CH:34][C:33]=1[I:40].[NH4+].[Cl-]. Product: [CH3:1][O:2][C:3]1[C@@H:4]([CH:11]([CH3:13])[CH3:12])[N:5]=[C:6]([O:9][CH3:10])[C@H:7]([CH2:31][C:32]2[CH:37]=[CH:36][C:35]([O:38][CH3:39])=[CH:34][C:33]=2[I:40])[N:8]=1. The catalyst class is: 1. (6) Reactant: [CH3:1][O:2][C:3]1[C:4]([O:43][CH2:44][O:45][CH2:46][CH2:47][Si:48]([CH3:51])([CH3:50])[CH3:49])=[C:5]([CH:8]=[C:9]([C:11]2[CH:16]=[C:15]([C:17]3[N:21]([CH2:22][O:23][CH2:24][CH2:25][Si:26]([CH3:29])([CH3:28])[CH3:27])[C:20]4[CH:30]=[CH:31][CH:32]=[CH:33][C:19]=4[N:18]=3)[C:14](=[O:34])[N:13]([CH2:35][O:36][CH2:37][CH2:38][Si:39]([CH3:42])([CH3:41])[CH3:40])[N:12]=2)[CH:10]=1)C=O.[CH3:52][NH2:53].[CH2:54]1COCC1.C([BH3-])#N.[Na+]. Product: [CH3:1][O:2][C:3]1[CH:10]=[C:9]([C:11]2[CH:16]=[C:15]([C:17]3[N:21]([CH2:22][O:23][CH2:24][CH2:25][Si:26]([CH3:29])([CH3:28])[CH3:27])[C:20]4[CH:30]=[CH:31][CH:32]=[CH:33][C:19]=4[N:18]=3)[C:14](=[O:34])[N:13]([CH2:35][O:36][CH2:37][CH2:38][Si:39]([CH3:40])([CH3:41])[CH3:42])[N:12]=2)[CH:8]=[C:5]([CH2:52][NH:53][CH3:54])[C:4]=1[O:43][CH2:44][O:45][CH2:46][CH2:47][Si:48]([CH3:51])([CH3:50])[CH3:49]. The catalyst class is: 130.